The task is: Predict which catalyst facilitates the given reaction.. This data is from Catalyst prediction with 721,799 reactions and 888 catalyst types from USPTO. (1) Reactant: Br[C:2]1[CH:3]=[C:4]([CH:14]=[C:15]([N+:17]([O-:19])=[O:18])[CH:16]=1)[CH2:5][N:6]1[CH2:9][CH:8]([C:10]([O:12][CH3:13])=[O:11])[CH2:7]1.[CH3:20][C:21]1[CH:26]=[C:25](B(O)O)[CH:24]=[CH:23][N:22]=1.C([O-])([O-])=O.[Na+].[Na+]. Product: [CH3:20][C:21]1[CH:26]=[C:25]([C:2]2[CH:3]=[C:4]([CH:14]=[C:15]([N+:17]([O-:19])=[O:18])[CH:16]=2)[CH2:5][N:6]2[CH2:9][CH:8]([C:10]([O:12][CH3:13])=[O:11])[CH2:7]2)[CH:24]=[CH:23][N:22]=1. The catalyst class is: 233. (2) Reactant: [C:1]([O-:4])([O-])=O.[K+].[K+].Br[CH2:8][CH2:9][CH2:10][CH2:11][CH2:12][CH2:13][CH2:14][CH2:15][CH2:16][CH2:17][CH2:18][CH3:19].[OH:20][C:21]1[CH:22]=[C:23]([CH:26]=[CH:27][C:28]=1O)[CH:24]=[O:25].O. Product: [CH2:8]([O:20][C:21]1[CH:22]=[C:23]([CH:26]=[CH:27][C:28]=1[O:4][CH2:1][CH2:18][CH2:17][CH2:16][CH2:15][CH2:14][CH2:13][CH2:12][CH2:11][CH2:10][CH2:9][CH3:8])[CH:24]=[O:25])[CH2:9][CH2:10][CH2:11][CH2:12][CH2:13][CH2:14][CH2:15][CH2:16][CH2:17][CH2:18][CH3:19]. The catalyst class is: 3. (3) Reactant: [C:1]([O:5][C:6]([N:8]1[CH2:14][CH2:13][C:12]2[CH:15]=[CH:16][O:17][C:11]=2[CH2:10][CH2:9]1)=[O:7])([CH3:4])([CH3:3])[CH3:2].CC(O)=O.[Br:22]N1C(=O)CCC1=O.C([O-])(O)=O.[Na+]. Product: [C:1]([O:5][C:6]([N:8]1[CH2:14][CH2:13][C:12]2[CH:15]=[C:16]([Br:22])[O:17][C:11]=2[CH2:10][CH2:9]1)=[O:7])([CH3:4])([CH3:2])[CH3:3]. The catalyst class is: 22. (4) Reactant: [CH3:1][O:2][C:3]1[CH:8]=[C:7]([N+:9]([O-])=O)[CH:6]=[CH:5][C:4]=1[C:12]1[N:16]2[CH:17]=[C:18]([C:21]3[CH:26]=[CH:25][C:24]([O:27][CH3:28])=[CH:23][CH:22]=3)[CH:19]=[CH:20][C:15]2=[N:14][N:13]=1.[Cl:29][Sn]Cl.C([O-])([O-])=O.[Na+].[Na+].Cl. Product: [ClH:29].[NH2:9][C:7]1[CH:6]=[CH:5][C:4]([C:12]2[N:16]3[CH:17]=[C:18]([C:21]4[CH:26]=[CH:25][C:24]([O:27][CH3:28])=[CH:23][CH:22]=4)[CH:19]=[CH:20][C:15]3=[N:14][N:13]=2)=[C:3]([O:2][CH3:1])[CH:8]=1. The catalyst class is: 84. (5) Reactant: [OH:1][CH2:2][CH2:3][C:4]1[CH:9]=[CH:8][C:7]([OH:10])=[C:6]([N:11]=[N:12][C:13]2[CH:18]=[CH:17][C:16]([CH2:19][CH2:20][OH:21])=[CH:15][CH:14]=2)[CH:5]=1.C[O:30][C:27]1[CH:29]=[CH:28][C:27]([OH:30])=[CH:29][CH:28]=1.N1C=CC=C[CH:32]=1.[C:37](Cl)(=[O:41])[C:38]([CH3:40])=[CH2:39]. Product: [C:37]([O:1][CH2:2][CH2:3][C:4]1[CH:9]=[CH:8][C:7]([OH:10])=[C:6]([N:11]=[N:12][C:13]2[CH:18]=[CH:17][C:16]([CH2:19][CH2:20][O:21][C:27](=[O:30])[C:28]([CH3:29])=[CH2:32])=[CH:15][CH:14]=2)[CH:5]=1)(=[O:41])[C:38]([CH3:40])=[CH2:39]. The catalyst class is: 1. (6) Reactant: [CH3:1][C:2]1([CH3:15])[CH:7]=[CH:6][C:5]2[CH:8]=[CH:9][C:10]([N+:12]([O-:14])=[O:13])=[CH:11][C:4]=2[O:3]1.CN1C=CN=C1.Cl[O-].[Na+].S([O-])([O-])(=[O:27])=S.[Na+].[Na+].[OH2:32]. Product: [O:32]1[C@@H:6]2[C@@:7]1([OH:27])[C:2]([CH3:15])([CH3:1])[O:3][C:4]1[C:5]2=[CH:8][CH:9]=[C:10]([N+:12]([O-:14])=[O:13])[CH:11]=1. The catalyst class is: 13. (7) Reactant: [OH:1][C:2]1[CH:9]=[CH:8][C:5]([CH:6]=[O:7])=[CH:4][CH:3]=1.C(=O)([O-])[O-].[K+].[K+].[CH3:16][O:17][C:18](=[O:21])[CH2:19]Br. Product: [CH3:16][O:17][C:18](=[O:21])[CH2:19][O:1][C:2]1[CH:9]=[CH:8][C:5]([CH:6]=[O:7])=[CH:4][CH:3]=1. The catalyst class is: 3. (8) Reactant: C[O:2][C:3](=[O:16])[C:4]1[CH:9]=[CH:8][C:7]([C:10]2[N:11]([CH3:15])[CH:12]=[N:13][CH:14]=2)=[CH:6][CH:5]=1.[OH-].[Li+].O1CCCC1.O. Product: [CH3:15][N:11]1[C:10]([C:7]2[CH:8]=[CH:9][C:4]([C:3]([OH:16])=[O:2])=[CH:5][CH:6]=2)=[CH:14][N:13]=[CH:12]1. The catalyst class is: 5.